From a dataset of Catalyst prediction with 721,799 reactions and 888 catalyst types from USPTO. Predict which catalyst facilitates the given reaction. (1) Reactant: [Br:1]Br.[CH2:3]([CH:10]1[CH2:15][CH2:14][CH2:13][CH2:12][C:11]1=[O:16])[C:4]1[CH:9]=[CH:8][CH:7]=[CH:6][CH:5]=1. Product: [CH2:3]([CH:10]1[CH2:15][CH2:14][CH2:13][CH:12]([Br:1])[C:11]1=[O:16])[C:4]1[CH:9]=[CH:8][CH:7]=[CH:6][CH:5]=1. The catalyst class is: 22. (2) Reactant: FC(F)(F)C([N:5]1[CH2:10][CH2:9][CH2:8][CH:7]([C:11]2[CH:18]=[CH:17][CH:16]=[CH:15][C:12]=2C#N)[CH2:6]1)=O.[C:21](=[O:24])([O-])[O-:22].[K+].[K+]. Product: [NH:5]1[CH2:10][CH2:9][CH2:8][CH:7]([C:11]2[CH:18]=[CH:17][CH:16]=[CH:15][C:12]=2[C:21]([OH:22])=[O:24])[CH2:6]1. The catalyst class is: 88. (3) Reactant: [N+:1]([C:4]1[CH:16]=[C:15]([NH:17][C:18]([C:20]2[CH:25]=[CH:24][CH:23]=[CH:22][C:21]=2[C:26]2[CH:31]=[CH:30][C:29]([C:32]([F:35])([F:34])[F:33])=[CH:28][CH:27]=2)=[O:19])[CH:14]=[CH:13][C:5]=1[NH:6][CH2:7][C:8]([O:10]CC)=O)([O-])=O.[Cl-].[NH4+]. Product: [O:10]=[C:8]1[NH:1][C:4]2[C:5](=[CH:13][CH:14]=[C:15]([NH:17][C:18]([C:20]3[C:21]([C:26]4[CH:27]=[CH:28][C:29]([C:32]([F:35])([F:34])[F:33])=[CH:30][CH:31]=4)=[CH:22][CH:23]=[CH:24][CH:25]=3)=[O:19])[CH:16]=2)[NH:6][CH2:7]1. The catalyst class is: 190. (4) Reactant: [Br:1][C:2]1[CH:3]=[C:4]2[CH:10]=[C:9]([CH3:11])[N:8](S(C3C=CC(Br)=CC=3)(=O)=O)[C:5]2=[N:6][CH:7]=1.[OH-].[Na+].O.CCOC(C)=O. Product: [Br:1][C:2]1[CH:3]=[C:4]2[CH:10]=[C:9]([CH3:11])[NH:8][C:5]2=[N:6][CH:7]=1. The catalyst class is: 1. (5) Reactant: N1C=CC=CC=1.Cl.CN(C)CCCN=C=NCC.[N:19]1[CH:24]=[CH:23][CH:22]=[C:21]([CH2:25][O:26][C:27]2[CH:32]=[CH:31][CH:30]=[CH:29][C:28]=2[NH2:33])[CH:20]=1.[N:34]1([C:40]2[N:41]=[C:42]([CH2:47][C:48]([O-])=[O:49])[NH:43][C:44](=[O:46])[CH:45]=2)[CH2:39][CH2:38][O:37][CH2:36][CH2:35]1.[Na+]. Product: [N:34]1([C:40]2[N:41]=[C:42]([CH2:47][C:48]([NH:33][C:28]3[CH:29]=[CH:30][CH:31]=[CH:32][C:27]=3[O:26][CH2:25][C:21]3[CH:20]=[N:19][CH:24]=[CH:23][CH:22]=3)=[O:49])[NH:43][C:44](=[O:46])[CH:45]=2)[CH2:35][CH2:36][O:37][CH2:38][CH2:39]1. The catalyst class is: 9. (6) Reactant: [OH:1][CH2:2][C:3]1[CH:8]=[CH:7][C:6]([C:9]([O:11][C@H:12]2[C@H:32]([O:33][CH3:34])[C@@H:31]([C:35]([O:37][CH3:38])=[O:36])[C@@H:30]3[C@@H:14]([CH2:15][N:16]4[C@H:28]([CH2:29]3)[C:27]3[NH:26][C:25]5[C:20](=[CH:21][CH:22]=[C:23]([O:39][CH3:40])[CH:24]=5)[C:19]=3[CH2:18][CH2:17]4)[CH2:13]2)=[O:10])=[CH:5][CH:4]=1.[C:41](OC(=O)C)(=[O:43])[CH3:42]. Product: [C:41]([O:1][CH2:2][C:3]1[CH:8]=[CH:7][C:6]([C:9]([O:11][C@H:12]2[C@H:32]([O:33][CH3:34])[C@@H:31]([C:35]([O:37][CH3:38])=[O:36])[C@@H:30]3[C@@H:14]([CH2:15][N:16]4[C@H:28]([CH2:29]3)[C:27]3[NH:26][C:25]5[C:20](=[CH:21][CH:22]=[C:23]([O:39][CH3:40])[CH:24]=5)[C:19]=3[CH2:18][CH2:17]4)[CH2:13]2)=[O:10])=[CH:5][CH:4]=1)(=[O:43])[CH3:42]. The catalyst class is: 17. (7) Reactant: CCOC(/N=N/C(OCC)=O)=O.C1(P(C2C=CC=CC=2)C2C=CC=CC=2)C=CC=CC=1.[OH:32][CH2:33][CH2:34][N:35]1[CH2:40][CH2:39][O:38][CH2:37][CH2:36]1.[CH3:41][C:42]([NH:44][CH:45]1[C:55]2[CH:56]=[C:57](O)[CH:58]=[CH:59][C:54]=2[C:53]2[C:48](=[CH:49][C:50]([O:65][CH3:66])=[C:51]([O:63][CH3:64])[C:52]=2[O:61][CH3:62])[CH2:47][CH2:46]1)=[O:43]. Product: [O:38]1[CH2:39][CH2:40][N:35]([CH2:34][CH2:33][O:32][C:57]2[CH:58]=[CH:59][C:54]3[C:53]4[C:52]([O:61][CH3:62])=[C:51]([O:63][CH3:64])[C:50]([O:65][CH3:66])=[CH:49][C:48]=4[CH2:47][CH2:46][C@H:45]([NH:44][C:42](=[O:43])[CH3:41])[C:55]=3[CH:56]=2)[CH2:36][CH2:37]1. The catalyst class is: 4.